From a dataset of Full USPTO retrosynthesis dataset with 1.9M reactions from patents (1976-2016). Predict the reactants needed to synthesize the given product. Given the product [Cl:1][C:2]1[CH:3]=[C:4]([CH:8]=[C:9]([O:11][CH2:12][C:13]2[CH:18]=[C:17]([Cl:19])[CH:16]=[C:15]([Cl:20])[CH:14]=2)[CH:10]=1)[C:5]([NH:22][CH2:23][C:24]1[CH:31]=[CH:30][C:27]([C:28]#[N:29])=[CH:26][C:25]=1[OH:32])=[O:7], predict the reactants needed to synthesize it. The reactants are: [Cl:1][C:2]1[CH:3]=[C:4]([CH:8]=[C:9]([O:11][CH2:12][C:13]2[CH:18]=[C:17]([Cl:19])[CH:16]=[C:15]([Cl:20])[CH:14]=2)[CH:10]=1)[C:5]([OH:7])=O.Cl.[NH2:22][CH2:23][C:24]1[CH:31]=[CH:30][C:27]([C:28]#[N:29])=[CH:26][C:25]=1[OH:32].